Dataset: Full USPTO retrosynthesis dataset with 1.9M reactions from patents (1976-2016). Task: Predict the reactants needed to synthesize the given product. (1) Given the product [C:18]1([C:11]([C:12]2[CH:17]=[CH:16][CH:15]=[CH:14][CH:13]=2)=[N:10][CH:9]([CH2:33][C:32]#[CH:31])[C:8]2[CH:24]=[CH:25][CH:26]=[CH:27][C:7]=2[CH2:6][C:5]2[CH:28]=[CH:29][CH:30]=[C:3]([C:1]#[N:2])[CH:4]=2)[CH:19]=[CH:20][CH:21]=[CH:22][CH:23]=1, predict the reactants needed to synthesize it. The reactants are: [C:1]([C:3]1[CH:4]=[C:5]([CH:28]=[CH:29][CH:30]=1)[CH2:6][C:7]1[CH:27]=[CH:26][CH:25]=[CH:24][C:8]=1[CH:9]=[N:10][CH:11]([C:18]1[CH:23]=[CH:22][CH:21]=[CH:20][CH:19]=1)[C:12]1[CH:17]=[CH:16][CH:15]=[CH:14][CH:13]=1)#[N:2].[CH3:31][C:32](C)([O-])[CH3:33].[K+].C(Br)C#C. (2) Given the product [CH2:1]([O:3][C:4](=[O:17])[C:5]1[CH:10]=[CH:9][CH:8]=[C:7]([S:11][C:12]2[C:23]3[C:22](=[CH:21][C:20]([Cl:19])=[CH:25][CH:24]=3)[NH:26][C:13]=2[CH3:14])[C:6]=1[CH3:16])[CH3:2], predict the reactants needed to synthesize it. The reactants are: [CH2:1]([O:3][C:4](=[O:17])[C:5]1[CH:10]=[CH:9][CH:8]=[C:7]([S:11][CH2:12][C:13](=O)[CH3:14])[C:6]=1[CH3:16])[CH3:2].Cl.[Cl:19][C:20]1[CH:21]=[C:22]([NH:26]N)[CH:23]=[CH:24][CH:25]=1. (3) The reactants are: [CH:1]1([CH2:7][N:8]2[C:13](=[O:14])[C:12]([C:15]([NH:17][CH2:18][C:19]([O:21]CC)=[O:20])=[O:16])=[C:11]([OH:24])[C:10]([C:25](OC)=[O:26])=[C:9]2[OH:29])[CH2:6][CH2:5][CH2:4][CH2:3][CH2:2]1.C(N(CC)C(C)C)(C)C.Cl.[CH:40]1([CH2:43][CH2:44][NH2:45])[CH2:42][CH2:41]1. Given the product [CH:1]1([CH2:7][N:8]2[C:9]([OH:29])=[C:10]([C:25]([NH:45][CH2:44][CH2:43][CH:40]3[CH2:42][CH2:41]3)=[O:26])[C:11]([OH:24])=[C:12]([C:15]([NH:17][CH2:18][C:19]([OH:21])=[O:20])=[O:16])[C:13]2=[O:14])[CH2:6][CH2:5][CH2:4][CH2:3][CH2:2]1, predict the reactants needed to synthesize it. (4) Given the product [CH3:1][O:2][CH2:3][CH2:4][CH2:5][CH2:6][C:7]1[CH:8]=[C:9]([CH2:10][OH:11])[CH:12]=[CH:13][CH:14]=1, predict the reactants needed to synthesize it. The reactants are: [CH3:1][O:2][CH2:3][CH2:4][CH2:5][CH2:6][C:7]1[CH:8]=[C:9]([CH:12]=[CH:13][CH:14]=1)[CH:10]=[O:11].CO.[BH4-].[Na+].Cl. (5) Given the product [Cl:1][C:2]1[CH:3]=[C:4]([CH:7]=[CH:8][C:9]=1[NH:10][N:11]=[CH:15][C:14]1[CH:17]=[CH:18][C:19]([OH:21])=[CH:20][C:13]=1[OH:12])[C:5]#[N:6], predict the reactants needed to synthesize it. The reactants are: [Cl:1][C:2]1[CH:3]=[C:4]([CH:7]=[CH:8][C:9]=1[NH:10][NH2:11])[C:5]#[N:6].[OH:12][C:13]1[CH:20]=[C:19]([OH:21])[CH:18]=[CH:17][C:14]=1[CH:15]=O. (6) The reactants are: C[O:2][C:3](=O)[C:4]1[CH:9]=[CH:8][C:7]([C:10]2[CH:15]=[CH:14][CH:13]=[C:12]([C:16]([F:19])([F:18])[F:17])[CH:11]=2)=[N:6][C:5]=1[CH3:20].CC(C[AlH]CC(C)C)C. Given the product [CH3:20][C:5]1[C:4]([CH2:3][OH:2])=[CH:9][CH:8]=[C:7]([C:10]2[CH:15]=[CH:14][CH:13]=[C:12]([C:16]([F:18])([F:17])[F:19])[CH:11]=2)[N:6]=1, predict the reactants needed to synthesize it. (7) Given the product [CH3:18][C:19]1[N:23]([CH2:24][C:25]([N:15]2[CH2:16][CH2:17][CH:12]([C:9]3[S:10][CH:11]=[C:7]([C:5]([O:4][CH2:2][CH3:3])=[O:6])[N:8]=3)[CH2:13][CH2:14]2)=[O:26])[N:22]=[C:21]([C:28]([F:30])([F:29])[F:31])[CH:20]=1, predict the reactants needed to synthesize it. The reactants are: [Cl-].[CH2:2]([O:4][C:5]([C:7]1[N:8]=[C:9]([CH:12]2[CH2:17][CH2:16][NH2+:15][CH2:14][CH2:13]2)[S:10][CH:11]=1)=[O:6])[CH3:3].[CH3:18][C:19]1[N:23]([CH2:24][C:25](O)=[O:26])[N:22]=[C:21]([C:28]([F:31])([F:30])[F:29])[CH:20]=1. (8) Given the product [Cl:12][C:8]1[CH:7]=[CH:6][C:5]2[C:10](=[CH:11][C:2]([Cl:1])=[CH:3][CH:4]=2)[N:9]=1, predict the reactants needed to synthesize it. The reactants are: [Cl:1][C:2]1[CH:11]=[C:10]2[C:5]([CH:6]=[CH:7][CH:8]=[N:9]2)=[CH:4][CH:3]=1.[Cl:12]C1C=C(C=CC=1)C(OO)=O.[OH-].[Na+].P(Cl)(Cl)(Cl)=O. (9) Given the product [Br:1][C:2]1[CH:7]=[CH:6][C:5]([O:8][CH:9]2[CH2:14][CH2:13][NH:12][CH2:11][CH2:10]2)=[CH:4][C:3]=1[F:22], predict the reactants needed to synthesize it. The reactants are: [Br:1][C:2]1[CH:7]=[CH:6][C:5]([O:8][CH:9]2[CH2:14][CH2:13][N:12](C(OC(C)(C)C)=O)[CH2:11][CH2:10]2)=[CH:4][C:3]=1[F:22].FC(F)(F)C(O)=O. (10) Given the product [CH2:1]([O:3][C:4](=[O:20])[C:5]([N:8]([C:31](=[O:32])[C:30]1[CH:34]=[C:35]([CH3:37])[CH:36]=[C:28]([CH3:27])[CH:29]=1)[NH:9][C:10]([O:12][CH2:13][C:14]1[CH:19]=[CH:18][CH:17]=[CH:16][CH:15]=1)=[O:11])([CH3:7])[CH3:6])[CH3:2], predict the reactants needed to synthesize it. The reactants are: [CH2:1]([O:3][C:4](=[O:20])[C:5]([NH:8][NH:9][C:10]([O:12][CH2:13][C:14]1[CH:19]=[CH:18][CH:17]=[CH:16][CH:15]=1)=[O:11])([CH3:7])[CH3:6])[CH3:2].C([O-])([O-])=O.[K+].[K+].[CH3:27][C:28]1[CH:29]=[C:30]([CH:34]=[C:35]([CH3:37])[CH:36]=1)[C:31](Cl)=[O:32].